This data is from TCR-epitope binding with 47,182 pairs between 192 epitopes and 23,139 TCRs. The task is: Binary Classification. Given a T-cell receptor sequence (or CDR3 region) and an epitope sequence, predict whether binding occurs between them. (1) The epitope is KAYNVTQAF. The TCR CDR3 sequence is CASSLGGGPNTEAFF. Result: 1 (the TCR binds to the epitope). (2) The epitope is QARQMVQAMRTIGTHP. The TCR CDR3 sequence is CASSLERSSEQYF. Result: 0 (the TCR does not bind to the epitope). (3) The epitope is PROT_97E67BCC. The TCR CDR3 sequence is CASSRRTSGSLDTQYF. Result: 1 (the TCR binds to the epitope).